From a dataset of Catalyst prediction with 721,799 reactions and 888 catalyst types from USPTO. Predict which catalyst facilitates the given reaction. (1) The catalyst class is: 3. Product: [CH3:20][O:21][C:22](=[O:25])[CH2:23][O:15][C:10]1[CH:11]=[CH:12][CH:13]=[CH:14][C:9]=1[N:7]([C:5](=[O:6])[C:4]1[CH:16]=[CH:17][C:18]([Cl:19])=[C:2]([Br:1])[CH:3]=1)[CH3:8]. Reactant: [Br:1][C:2]1[CH:3]=[C:4]([CH:16]=[CH:17][C:18]=1[Cl:19])[C:5]([N:7]([C:9]1[CH:14]=[CH:13][CH:12]=[CH:11][C:10]=1[OH:15])[CH3:8])=[O:6].[CH3:20][O:21][C:22](=[O:25])[CH2:23]Br.C([O-])([O-])=O.[K+].[K+]. (2) Reactant: [NH:1]1[CH2:6][CH2:5][CH:4]([CH2:7][CH2:8][CH2:9][CH2:10][NH:11][C:12](=[O:21])[CH2:13][CH2:14][C:15]2[CH:16]=[N:17][CH:18]=[CH:19][CH:20]=2)[CH2:3][CH2:2]1.[CH:22]1[C:31]2[C:26](=[CH:27][CH:28]=[CH:29][CH:30]=2)[CH:25]=[CH:24][C:23]=1[S:32](Cl)(=[O:34])=[O:33]. Product: [CH:22]1[C:31]2[C:26](=[CH:27][CH:28]=[CH:29][CH:30]=2)[CH:25]=[CH:24][C:23]=1[S:32]([N:1]1[CH2:6][CH2:5][CH:4]([CH2:7][CH2:8][CH2:9][CH2:10][NH:11][C:12](=[O:21])[CH2:13][CH2:14][C:15]2[CH:16]=[N:17][CH:18]=[CH:19][CH:20]=2)[CH2:3][CH2:2]1)(=[O:33])=[O:34]. The catalyst class is: 4. (3) Reactant: [CH3:1][N:2]([CH3:6])[C:3](Cl)=[O:4].[OH:7][CH2:8][CH2:9][NH:10][CH2:11][CH2:12][CH2:13][C:14]1[CH:21]=[CH:20][C:17]([C:18]#[N:19])=[CH:16][CH:15]=1.C(N(CC)CC)C. Product: [C:18]([C:17]1[CH:20]=[CH:21][C:14]([CH2:13][CH2:12][CH2:11][N:10]([CH2:9][CH2:8][OH:7])[C:3]([N:2]([CH3:6])[CH3:1])=[O:4])=[CH:15][CH:16]=1)#[N:19]. The catalyst class is: 46. (4) Reactant: [CH2:1]([O:3][C:4]([C:6]1[C:7]([OH:31])=[C:8]2[C:12](=[CH:13][CH:14]=1)[N:11]([C:15]([O:17][C:18]([CH3:21])([CH3:20])[CH3:19])=[O:16])[N:10]=[C:9]2/[CH:22]=[CH:23]/[C:24]1[CH:29]=[CH:28][C:27]([F:30])=[CH:26][CH:25]=1)=[O:5])[CH3:2].Br[CH2:33][CH2:34][O:35][CH:36]1[CH2:41][CH2:40][CH2:39][CH2:38][O:37]1.C(=O)([O-])[O-].[Cs+].[Cs+].[Cl-].[NH4+]. Product: [CH2:1]([O:3][C:4]([C:6]1[C:7]([O:31][CH2:33][CH2:34][O:35][CH:36]2[CH2:41][CH2:40][CH2:39][CH2:38][O:37]2)=[C:8]2[C:12](=[CH:13][CH:14]=1)[N:11]([C:15]([O:17][C:18]([CH3:21])([CH3:19])[CH3:20])=[O:16])[N:10]=[C:9]2/[CH:22]=[CH:23]/[C:24]1[CH:29]=[CH:28][C:27]([F:30])=[CH:26][CH:25]=1)=[O:5])[CH3:2]. The catalyst class is: 9. (5) Reactant: C([O:8][C:9]1[CH:10]=[C:11]([C:24]2[CH:29]=[CH:28][CH:27]=[CH:26][N:25]=2)[C:12]2[S:16][C:15]([NH:17][C:18]([NH:20][CH2:21][CH3:22])=[O:19])=[N:14][C:13]=2[CH:23]=1)C1C=CC=CC=1.CS(O)(=O)=O. Product: [CH2:21]([NH:20][C:18]([NH:17][C:15]1[S:16][C:12]2[C:11]([C:24]3[CH:29]=[CH:28][CH:27]=[CH:26][N:25]=3)=[CH:10][C:9]([OH:8])=[CH:23][C:13]=2[N:14]=1)=[O:19])[CH3:22]. The catalyst class is: 2. (6) Product: [Cl:32][C:20]1[C:21]([C:23]2[C:31]3[C:26](=[CH:27][CH:28]=[CH:29][CH:30]=3)[NH:25][CH:24]=2)=[N:22][C:17]([NH:16][C@@H:13]2[CH2:14][CH2:15][N:11]([S:8]([C:5]3[CH:6]=[CH:7][C:2]([NH:1][C:46](=[O:47])/[CH:45]=[CH:41]/[CH2:39][N:35]([CH3:34])[CH3:36])=[CH:3][CH:4]=3)(=[O:9])=[O:10])[CH2:12]2)=[N:18][CH:19]=1. The catalyst class is: 1. Reactant: [NH2:1][C:2]1[CH:7]=[CH:6][C:5]([S:8]([N:11]2[CH2:15][CH2:14][C@@H:13]([NH:16][C:17]3[N:22]=[C:21]([C:23]4[C:31]5[C:26](=[CH:27][CH:28]=[CH:29][CH:30]=5)[NH:25][CH:24]=4)[C:20]([Cl:32])=[CH:19][N:18]=3)[CH2:12]2)(=[O:10])=[O:9])=[CH:4][CH:3]=1.C[CH2:34][N:35]([CH:39]([CH3:41])C)[CH:36](C)C.BrC/C=[CH:45]/[C:46](Cl)=[O:47].C(Cl)Cl.CNC.